From a dataset of Full USPTO retrosynthesis dataset with 1.9M reactions from patents (1976-2016). Predict the reactants needed to synthesize the given product. (1) Given the product [NH2:24][C:25]1[C:30]([CH:31]=[O:32])=[C:29]([C:36]2[CH:37]=[CH:38][C:39]([F:42])=[CH:40][CH:41]=2)[C:28]([C:43]([O:2][CH2:3][CH3:4])=[O:45])=[C:27]([CH:47]([CH3:48])[CH3:49])[N:26]=1, predict the reactants needed to synthesize it. The reactants are: C[O:2][CH2:3][CH2:4]O[AlH2-]OCCOC.[Na+].N1CCCC1.CC(C)([O-])C.[K+].[NH2:24][C:25]1[C:30]([C:31](OCC)=[O:32])=[C:29]([C:36]2[CH:41]=[CH:40][C:39]([F:42])=[CH:38][CH:37]=2)[C:28]([C:43]([O:45]C)=O)=[C:27]([CH:47]([CH3:49])[CH3:48])[N:26]=1. (2) Given the product [Cl:31][C:6]1[N:5]2[N:17]=[CH:18][N:19]=[C:4]2[C:3]2[C:2]([F:1])=[C:11]([C:12]([F:15])([F:14])[F:13])[CH:10]=[CH:9][C:8]=2[N:7]=1, predict the reactants needed to synthesize it. The reactants are: [F:1][C:2]1[C:3]2[C:4]3[N:5]([N:17]=[CH:18][N:19]=3)[C:6](=O)[NH:7][C:8]=2[CH:9]=[CH:10][C:11]=1[C:12]([F:15])([F:14])[F:13].C(N(CC)C(C)C)(C)C.O=P(Cl)(Cl)[Cl:31].